From a dataset of Reaction yield outcomes from USPTO patents with 853,638 reactions. Predict the reaction yield, written as a fraction of the theoretical maximum amount of product (1.0 means a 100% yield; for example, 0.34 means a 34% yield). (1) The reactants are Cl[C:2]1[CH:7]=[C:6]([O:8][CH:9]2[CH2:18][CH2:17][C:16]3[CH:15]=[C:14]([C:19]([O:21][CH3:22])=[O:20])[CH:13]=[CH:12][C:11]=3[CH2:10]2)[CH:5]=[CH:4][N:3]=1.[H][H]. The catalyst is [Pd].C(O)C.CCOC(C)=O. The product is [N:3]1[CH:4]=[CH:5][C:6]([O:8][CH:9]2[CH2:18][CH2:17][C:16]3[CH:15]=[C:14]([C:19]([O:21][CH3:22])=[O:20])[CH:13]=[CH:12][C:11]=3[CH2:10]2)=[CH:7][CH:2]=1. The yield is 0.560. (2) The reactants are Cl[C:2]1[N:7]=[CH:6][C:5]2[CH:8]=[N:9][N:10]([CH2:11][O:12][CH2:13][CH2:14][Si:15]([CH3:18])([CH3:17])[CH3:16])[C:4]=2[CH:3]=1.CC1(C)C(C)(C)OB([C:27]2[CH:28]=[N:29][CH:30]=[C:31]([CH:33]=[CH2:34])[CH:32]=2)O1.C([O-])(=O)C.[K+].C(=O)([O-])[O-].[Na+].[Na+]. The catalyst is C(#N)C.C1C=CC(P(C2C=CC=CC=2)[C-]2C=CC=C2)=CC=1.C1C=CC(P(C2C=CC=CC=2)[C-]2C=CC=C2)=CC=1.Cl[Pd]Cl.[Fe+2].ClCCl. The product is [CH3:16][Si:15]([CH3:18])([CH3:17])[CH2:14][CH2:13][O:12][CH2:11][N:10]1[C:4]2[CH:3]=[C:2]([C:27]3[CH:28]=[N:29][CH:30]=[C:31]([CH:33]=[CH2:34])[CH:32]=3)[N:7]=[CH:6][C:5]=2[CH:8]=[N:9]1. The yield is 0.860. (3) The reactants are Br[CH2:2][CH2:3][CH2:4][N:5]1[C:9]2[CH:10]=[CH:11][CH:12]=[CH:13][C:8]=2[N:7]([C:14]2[CH:19]=[CH:18][C:17]([F:20])=[C:16]([F:21])[CH:15]=2)[S:6]1(=[O:23])=[O:22].[N:24]1([C:30]([O:32][C:33]([CH3:36])([CH3:35])[CH3:34])=[O:31])[CH2:29][CH2:28][NH:27][CH2:26][CH2:25]1.C(N(CC)C(C)C)(C)C. The catalyst is CN(C)C=O.C(OCC)C. The product is [F:21][C:16]1[CH:15]=[C:14]([N:7]2[C:8]3[CH:13]=[CH:12][CH:11]=[CH:10][C:9]=3[N:5]([CH2:4][CH2:3][CH2:2][N:27]3[CH2:26][CH2:25][N:24]([C:30]([O:32][C:33]([CH3:36])([CH3:35])[CH3:34])=[O:31])[CH2:29][CH2:28]3)[S:6]2(=[O:23])=[O:22])[CH:19]=[CH:18][C:17]=1[F:20]. The yield is 0.670. (4) The reactants are [Cl:1][C:2]1[C:6]([NH:7][C:8](=[O:10])[CH3:9])=[CH:5][N:4]([C:11]2[CH:12]=[N:13][CH:14]=[CH:15][CH:16]=2)[N:3]=1.O1CC[CH2:19][CH2:18]1.CC(C)([O-])C.[Na+].C(Br)C. The catalyst is O.C(OCC)(=O)C. The product is [Cl:1][C:2]1[C:6]([N:7]([CH2:18][CH3:19])[C:8](=[O:10])[CH3:9])=[CH:5][N:4]([C:11]2[CH:12]=[N:13][CH:14]=[CH:15][CH:16]=2)[N:3]=1. The yield is 0.890. (5) The reactants are [CH3:1][C:2]1[CH:3]=[C:4]2[C:8](=[CH:9][CH:10]=1)[N:7]([C:11]([O:13][C:14]([CH3:17])([CH3:16])[CH3:15])=[O:12])[CH:6]=[CH:5]2.[Br:18]N1C(=O)CCC1=O.C(OOC(=O)C1C=CC=CC=1)(=O)C1C=CC=CC=1. The catalyst is C(Cl)(Cl)(Cl)Cl. The product is [Br:18][CH2:1][C:2]1[CH:3]=[C:4]2[C:8](=[CH:9][CH:10]=1)[N:7]([C:11]([O:13][C:14]([CH3:17])([CH3:16])[CH3:15])=[O:12])[CH:6]=[CH:5]2. The yield is 0.600. (6) The reactants are [C:1]1([N:7]=[C:8]=S)[CH:6]=[CH:5][CH:4]=[CH:3][CH:2]=1.C([CH:12]([CH2:15][CH2:16][CH2:17][CH3:18])[CH2:13][NH2:14])C.[CH2:19](N(CC)CC)[CH3:20].II. The catalyst is CC(C)=O.C(#N)C. The product is [CH3:19][CH2:20][CH:13]([N:14]=[C:8]=[N:7][C:1]1[CH:6]=[CH:5][CH:4]=[CH:3][CH:2]=1)[CH2:12][CH2:15][CH2:16][CH2:17][CH3:18]. The yield is 0.100. (7) The reactants are [Cl:1][C:2]1[CH:3]=[C:4]([NH:10][C@H:11]([CH2:20][NH:21][CH2:22][CH3:23])[CH2:12][C:13](OC(C)(C)C)=[O:14])[CH:5]=[CH:6][C:7]=1[C:8]#[N:9].Cl.C([O-])([O-])=O.[K+].[K+]. The catalyst is CO. The product is [Cl:1][C:2]1[CH:3]=[C:4]([NH:10][C@H:11]2[CH2:12][C:13](=[O:14])[N:21]([CH2:22][CH3:23])[CH2:20]2)[CH:5]=[CH:6][C:7]=1[C:8]#[N:9]. The yield is 0.540. (8) The reactants are CS(C)=O.C(Cl)(=O)C(Cl)=O.[OH:11][CH2:12][C:13]1[S:17][C:16]([C:18]([O:20][CH3:21])=[O:19])=[C:15]([C:22]2[CH:27]=[CH:26][CH:25]=[CH:24][CH:23]=2)[CH:14]=1.C([O-])(O)=O.[Na+]. The catalyst is C(Cl)Cl. The product is [CH:12]([C:13]1[S:17][C:16]([C:18]([O:20][CH3:21])=[O:19])=[C:15]([C:22]2[CH:27]=[CH:26][CH:25]=[CH:24][CH:23]=2)[CH:14]=1)=[O:11]. The yield is 0.950.